Predict the product of the given reaction. From a dataset of Forward reaction prediction with 1.9M reactions from USPTO patents (1976-2016). (1) Given the reactants C1(P(C2C=CC=CC=2)C2C=CC=CC=2)C=CC=CC=1.BrN1[C:25](=[O:26])[CH2:24]CC1=O.[Cl:28][C:29]1[CH:30]=[C:31]([C@@H:39]([CH2:49][CH:50]2[CH2:54][CH2:53][CH2:52][CH2:51]2)[C:40]([NH:42][C:43]2[CH:47]=[CH:46][N:45]([CH3:48])[N:44]=2)=[O:41])[CH:32]=[CH:33][C:34]=1[S:35]([CH3:38])(=[O:37])=[O:36].N1C(C)=CC=CC=1C.C(OCC)(=[O:65])C, predict the reaction product. The product is: [Cl:28][C:29]1[CH:30]=[C:31]([C@@H:39]([CH2:49][CH:50]2[CH2:51][CH2:52][CH2:53][CH2:54]2)[C:40]([NH:42][C:43]2[CH:47]=[CH:46][N:45]([CH2:48][C@H:25]([OH:26])[CH2:24][OH:65])[N:44]=2)=[O:41])[CH:32]=[CH:33][C:34]=1[S:35]([CH3:38])(=[O:37])=[O:36]. (2) Given the reactants [C:1]([C:3]1[CH:26]=[CH:25][C:6]([O:7][CH2:8][CH:9]([NH:20][S:21]([CH3:24])(=[O:23])=[O:22])[CH2:10][N:11]2[CH2:18][CH:17]3[CH2:19][CH:13]([CH2:14][NH:15][CH2:16]3)[CH2:12]2)=[CH:5][CH:4]=1)#[N:2].[CH2:27]([N:29]=[C:30]=[O:31])[CH3:28], predict the reaction product. The product is: [C:1]([C:3]1[CH:4]=[CH:5][C:6]([O:7][CH2:8][CH:9]([NH:20][S:21]([CH3:24])(=[O:22])=[O:23])[CH2:10][N:11]2[CH2:18][CH:17]3[CH2:19][CH:13]([CH2:14][N:15]([C:30]([NH:29][CH2:27][CH3:28])=[O:31])[CH2:16]3)[CH2:12]2)=[CH:25][CH:26]=1)#[N:2]. (3) Given the reactants [C:1]([C:3]1[C:11]2[S:10][C:9]([NH:12][C:13]([CH:15]3[CH2:17][CH2:16]3)=[O:14])=[N:8][C:7]=2[CH:6]=[CH:5][C:4]=1[O:18][C:19]1[CH:24]=[CH:23][CH:22]=[C:21]([NH:25]C(=O)C(F)(F)F)[CH:20]=1)#[N:2].O.[OH-].[Li+].Cl, predict the reaction product. The product is: [NH2:25][C:21]1[CH:20]=[C:19]([CH:24]=[CH:23][CH:22]=1)[O:18][C:4]1[CH:5]=[CH:6][C:7]2[N:8]=[C:9]([NH:12][C:13]([CH:15]3[CH2:17][CH2:16]3)=[O:14])[S:10][C:11]=2[C:3]=1[C:1]#[N:2]. (4) Given the reactants C(OC[N:10]1[C:18]2[C:17]([O:19]C)=[N:16][CH:15]=[N:14][C:13]=2[C:12]([CH2:21][NH:22][C@@H:23]([CH2:28][OH:29])[C@@H:24]([OH:27])[CH2:25][OH:26])=[CH:11]1)C1C=CC=CC=1.B(Br)(Br)Br, predict the reaction product. The product is: [OH:29][CH2:28][C@H:23]([NH:22][CH2:21][C:12]1[C:13]2[N:14]=[CH:15][NH:16][C:17](=[O:19])[C:18]=2[NH:10][CH:11]=1)[C@@H:24]([OH:27])[CH2:25][OH:26]. (5) The product is: [N:1]1([C:5]([C:7]2[CH:12]=[CH:11][C:10]([O:13][C:14]3[CH:15]=[C:16]([CH:26]=[C:27]([OH:29])[CH:28]=3)[C:17]([NH:19][C:20]3[CH:24]=[CH:23][N:22]([CH3:25])[N:21]=3)=[O:18])=[CH:9][CH:8]=2)=[O:6])[CH2:4][CH2:3][CH2:2]1. Given the reactants [N:1]1([C:5]([C:7]2[CH:12]=[CH:11][C:10]([O:13][C:14]3[CH:15]=[C:16]([CH:26]=[C:27]([O:29]CC4C=CC=CC=4)[CH:28]=3)[C:17]([NH:19][C:20]3[CH:24]=[CH:23][N:22]([CH3:25])[N:21]=3)=[O:18])=[C:9](Cl)[CH:8]=2)=[O:6])[CH2:4][CH2:3][CH2:2]1.C(N(CC)CC)C, predict the reaction product. (6) Given the reactants C([N:8]1[CH2:13][CH2:12][CH2:11][C@@H:10]([O:14][C:15]2[C:16]3[C:23]([C:24]4[CH:29]=[CH:28][C:27]([CH2:30][CH3:31])=[CH:26][CH:25]=4)=[C:22]([C:32]4[CH:37]=[CH:36][CH:35]=[CH:34][C:33]=4[F:38])[O:21][C:17]=3[N:18]=[CH:19][N:20]=2)[CH2:9]1)C1C=CC=CC=1.[CH:39]([OH:41])=[O:40], predict the reaction product. The product is: [CH:39]([O-:41])=[O:40].[CH2:30]([C:27]1[CH:28]=[CH:29][C:24]([C:23]2[C:16]3[C:15]([O:14][C@@H:10]4[CH2:11][CH2:12][CH2:13][NH2+:8][CH2:9]4)=[N:20][CH:19]=[N:18][C:17]=3[O:21][C:22]=2[C:32]2[CH:37]=[CH:36][CH:35]=[CH:34][C:33]=2[F:38])=[CH:25][CH:26]=1)[CH3:31]. (7) Given the reactants [CH3:1][C@@H:2]1[O:6][C:5](=[O:7])[C@H:4]([CH2:8][CH2:9][C:10]2[CH:15]=[CH:14][CH:13]=[CH:12][CH:11]=2)[C@H:3]1[O:16][Si:17]([CH:24]([CH3:26])[CH3:25])([CH:21]([CH3:23])[CH3:22])[CH:18]([CH3:20])[CH3:19].CC(C[AlH]CC(C)C)C, predict the reaction product. The product is: [CH2:8]([C@H:4]([C@@H:3]([O:16][Si:17]([CH:21]([CH3:23])[CH3:22])([CH:24]([CH3:26])[CH3:25])[CH:18]([CH3:19])[CH3:20])[C@@H:2]([OH:6])[CH3:1])[CH2:5][OH:7])[CH2:9][C:10]1[CH:15]=[CH:14][CH:13]=[CH:12][CH:11]=1. (8) Given the reactants Cl.C[O:3][C:4](=[O:38])[C:5]1[CH:10]=[CH:9][C:8]([O:11][C:12]2[CH:17]=[CH:16][C:15]([CH2:18][C@H:19]([NH2:37])[C:20]3[N:21]([CH2:33][CH2:34][CH2:35][CH3:36])[CH:22]=[C:23]([C:25]4[CH:30]=[CH:29][C:28]([Cl:31])=[CH:27][C:26]=4[Cl:32])[N:24]=3)=[CH:14][CH:13]=2)=[CH:7][CH:6]=1.[F:39][C:40]1[CH:41]=[C:42]([CH2:47][C:48]([OH:50])=O)[CH:43]=[C:44]([F:46])[CH:45]=1, predict the reaction product. The product is: [CH2:33]([N:21]1[CH:22]=[C:23]([C:25]2[CH:30]=[CH:29][C:28]([Cl:31])=[CH:27][C:26]=2[Cl:32])[N:24]=[C:20]1[C@@H:19]([NH:37][C:48](=[O:50])[CH2:47][C:42]1[CH:43]=[C:44]([F:46])[CH:45]=[C:40]([F:39])[CH:41]=1)[CH2:18][C:15]1[CH:16]=[CH:17][C:12]([O:11][C:8]2[CH:9]=[CH:10][C:5]([C:4]([OH:38])=[O:3])=[CH:6][CH:7]=2)=[CH:13][CH:14]=1)[CH2:34][CH2:35][CH3:36].